This data is from Reaction yield outcomes from USPTO patents with 853,638 reactions. The task is: Predict the reaction yield, written as a fraction of the theoretical maximum amount of product (1.0 means a 100% yield; for example, 0.34 means a 34% yield). (1) The reactants are [Cl:1][C:2]1[CH:7]=[CH:6][C:5]([NH:8][C:9]2[N:14]=[C:13](Cl)[N:12]=[C:11]([Cl:16])[N:10]=2)=[CH:4][CH:3]=1.C(=O)([O-])[O-].[K+].[K+].[NH2:23][C:24]1[CH:29]=[CH:28][CH:27]=[CH:26][CH:25]=1.C(OCC)(=O)C. The catalyst is C1(C)C=CC=CC=1.C1OCCOCCOCCOCCOCCOC1. The product is [Cl:16][C:11]1[N:10]=[C:9]([NH:8][C:5]2[CH:4]=[CH:3][C:2]([Cl:1])=[CH:7][CH:6]=2)[N:14]=[C:13]([NH:23][C:24]2[CH:29]=[CH:28][CH:27]=[CH:26][CH:25]=2)[N:12]=1. The yield is 0.460. (2) The reactants are Br[C:2]1[CH:3]=[CH:4][C:5]2[C:11]3[N:12]=[C:13]([N:15]4[C:19]([CH3:21])([CH3:20])[C:18](=[O:22])[NH:17][C:16]4=[O:23])[S:14][C:10]=3[CH2:9][CH2:8][O:7][C:6]=2[CH:24]=1.CC1(C)C(C)(C)OB([C:33]2[CH2:38][CH2:37][N:36]([C:39]([O:41][C:42]([CH3:45])([CH3:44])[CH3:43])=[O:40])[CH2:35][CH:34]=2)O1. No catalyst specified. The product is [CH3:20][C:19]1([CH3:21])[N:15]([C:13]2[S:14][C:10]3[CH2:9][CH2:8][O:7][C:6]4[CH:24]=[C:2]([C:33]5[CH2:38][CH2:37][N:36]([C:39]([O:41][C:42]([CH3:45])([CH3:44])[CH3:43])=[O:40])[CH2:35][CH:34]=5)[CH:3]=[CH:4][C:5]=4[C:11]=3[N:12]=2)[C:16](=[O:23])[NH:17][C:18]1=[O:22]. The yield is 0.190. (3) The catalyst is O1CCOCC1.[Cu]I.O.CCOC(C)=O. The product is [CH2:1]([O:8][C:9]1[CH:10]=[CH:11][C:12]([O:15][C:23]2[CH:24]=[N:25][CH:26]=[CH:27][CH:28]=2)=[CH:13][CH:14]=1)[C:2]1[CH:3]=[CH:4][CH:5]=[CH:6][CH:7]=1. The yield is 0.170. The reactants are [CH2:1]([O:8][C:9]1[CH:14]=[CH:13][C:12]([OH:15])=[CH:11][CH:10]=1)[C:2]1[CH:7]=[CH:6][CH:5]=[CH:4][CH:3]=1.C([O-])([O-])=O.[Cs+].[Cs+].I[C:23]1[CH:24]=[N:25][CH:26]=[CH:27][CH:28]=1.COCCOCCOC. (4) The reactants are [C:1]([O:5][C:6]([N:8]1[CH2:13][CH2:12][C:11](=[CH:14][C:15]2[CH:20]=[CH:19][CH:18]=[CH:17][C:16]=2[C:21]([O:23][CH3:24])=[O:22])[CH2:10][CH2:9]1)=[O:7])([CH3:4])([CH3:3])[CH3:2]. The catalyst is CO.C1COCC1.[Pd]. The product is [C:1]([O:5][C:6]([N:8]1[CH2:13][CH2:12][CH:11]([CH2:14][C:15]2[CH:20]=[CH:19][CH:18]=[CH:17][C:16]=2[C:21]([O:23][CH3:24])=[O:22])[CH2:10][CH2:9]1)=[O:7])([CH3:3])([CH3:4])[CH3:2]. The yield is 0.940. (5) The yield is 0.110. The product is [NH2:39][C:38]1[N:40]=[C:5]([C:7]2[C:15]3[C:14]([N:16]([CH3:25])[CH2:17][CH2:18][C:19]4[CH:24]=[CH:23][CH:22]=[CH:21][CH:20]=4)=[CH:13][CH:12]=[N:11][C:10]=3[NH:9][CH:8]=2)[CH:4]=[CH:3][N:37]=1. The reactants are CN(C)/[CH:3]=[CH:4]/[C:5]([C:7]1[C:15]2[C:10](=[N:11][CH:12]=[CH:13][C:14]=2[N:16]([CH3:25])[CH2:17][CH2:18][C:19]2[CH:24]=[CH:23][CH:22]=[CH:21][CH:20]=2)[N:9](S(C2C=CC=CC=2)(=O)=O)[CH:8]=1)=O.Cl.[NH2:37][C:38]([NH2:40])=[NH:39].C(=O)([O-])[O-].[K+].[K+]. The catalyst is COCCO. (6) The reactants are ClC(Cl)(Cl)CO[C:5](=[O:33])[NH:6][C:7]1[C:8]([CH3:32])=[C:9]([C:26]2[CH:31]=[CH:30][CH:29]=[CH:28][CH:27]=2)[C:10]2[O:14][CH2:13][CH:12]([C:15]3[CH:20]=[CH:19][C:18]([CH:21]([CH3:23])[CH3:22])=[CH:17][CH:16]=3)[C:11]=2[C:24]=1[CH3:25].[NH2:36][CH2:37][CH2:38][CH2:39][OH:40]. The catalyst is CCCCCC.C(OCC)(=O)C. The product is [OH:40][CH2:39][CH2:38][CH2:37][NH:36][C:5]([NH:6][C:7]1[C:8]([CH3:32])=[C:9]([C:26]2[CH:31]=[CH:30][CH:29]=[CH:28][CH:27]=2)[C:10]2[O:14][CH2:13][CH:12]([C:15]3[CH:16]=[CH:17][C:18]([CH:21]([CH3:23])[CH3:22])=[CH:19][CH:20]=3)[C:11]=2[C:24]=1[CH3:25])=[O:33]. The yield is 0.650. (7) The yield is 0.0600. The product is [CH3:13][O:12][C:10]1[CH:9]=[CH:8][C:6]2[N:7]=[C:2]([NH:33][S:29]([CH3:28])(=[O:31])=[O:30])[C:3]3[N:4]([C:14]([C:21]4[CH:26]=[CH:25][CH:24]=[CH:23][C:22]=4[CH3:27])=[N:15][C:16]=3[C:17]([F:20])([F:19])[F:18])[C:5]=2[N:11]=1. The catalyst is O. The reactants are Cl[C:2]1[C:3]2[N:4]([C:14]([C:21]3[CH:26]=[CH:25][CH:24]=[CH:23][C:22]=3[CH3:27])=[N:15][C:16]=2[C:17]([F:20])([F:19])[F:18])[C:5]2[N:11]=[C:10]([O:12][CH3:13])[CH:9]=[CH:8][C:6]=2[N:7]=1.[CH3:28][S:29](Cl)(=[O:31])=[O:30].[N:33]1C=CC=CC=1. (8) The reactants are [Cl:1][C:2]1[N:7]=[C:6]([C:8]#[N:9])[C:5]([N+:10]([O-])=O)=[CH:4][CH:3]=1.N.S(S([O-])=O)([O-])=[O:15].[Na+].[Na+]. The catalyst is O. The product is [NH2:10][C:5]1[C:6]([C:8]([NH2:9])=[O:15])=[N:7][C:2]([Cl:1])=[CH:3][CH:4]=1. The yield is 0.720. (9) The reactants are C([O:3][C:4](=[O:41])[C:5]([CH3:40])([O:33][C:34]1[CH:39]=[CH:38][CH:37]=[CH:36][CH:35]=1)[CH2:6][C:7]1[CH:12]=[CH:11][C:10]([O:13][CH2:14][CH2:15][C:16]2[N:17]([CH2:30][CH2:31][CH3:32])[C:18](=[O:29])[N:19]([CH2:21][C:22]3[CH:27]=[CH:26][C:25]([CH3:28])=[CH:24][CH:23]=3)[CH:20]=2)=[CH:9][CH:8]=1)C.[OH-].[Na+].Cl. The catalyst is CCO. The product is [CH3:40][C:5]([O:33][C:34]1[CH:35]=[CH:36][CH:37]=[CH:38][CH:39]=1)([CH2:6][C:7]1[CH:8]=[CH:9][C:10]([O:13][CH2:14][CH2:15][C:16]2[N:17]([CH2:30][CH2:31][CH3:32])[C:18](=[O:29])[N:19]([CH2:21][C:22]3[CH:23]=[CH:24][C:25]([CH3:28])=[CH:26][CH:27]=3)[CH:20]=2)=[CH:11][CH:12]=1)[C:4]([OH:41])=[O:3]. The yield is 0.670. (10) The reactants are O=C1C2C(=CC=CC=2)C(=O)[N:3]1[CH2:12][CH2:13][NH:14][C@H:15]([C:20]([O:22][C:23]([CH3:26])([CH3:25])[CH3:24])=[O:21])[C:16]([CH3:19])([CH3:18])[CH3:17].NN. The catalyst is C(O)C. The product is [NH2:3][CH2:12][CH2:13][NH:14][C@H:15]([C:20]([O:22][C:23]([CH3:26])([CH3:25])[CH3:24])=[O:21])[C:16]([CH3:18])([CH3:19])[CH3:17]. The yield is 0.932.